Task: Predict which catalyst facilitates the given reaction.. Dataset: Catalyst prediction with 721,799 reactions and 888 catalyst types from USPTO (1) Reactant: [OH:1][C:2]1[CH:9]=[CH:8][C:5]([C:6]#[N:7])=[CH:4][C:3]=1[CH2:10][CH2:11][CH3:12].[CH2:13]([O:15][C:16](=[O:32])[CH2:17][C@H:18]1[C:26]2[C:21](=[CH:22][C:23]([O:27][CH2:28][CH2:29][CH2:30]Br)=[CH:24][CH:25]=2)[CH2:20][CH2:19]1)[CH3:14].C([O-])([O-])=O.[Cs+].[Cs+]. Product: [C:6]([C:5]1[CH:8]=[CH:9][C:2]([O:1][CH2:30][CH2:29][CH2:28][O:27][C:23]2[CH:22]=[C:21]3[C:26](=[CH:25][CH:24]=2)[C@H:18]([CH2:17][C:16]([O:15][CH2:13][CH3:14])=[O:32])[CH2:19][CH2:20]3)=[C:3]([CH2:10][CH2:11][CH3:12])[CH:4]=1)#[N:7]. The catalyst class is: 18. (2) Reactant: [C:1]([NH:4][C:5]1[S:6][C:7]([C:11]2[S:15][C:14]([S:16](Cl)(=[O:18])=[O:17])=[CH:13][CH:12]=2)=[C:8]([CH3:10])[N:9]=1)(=[O:3])[CH3:2].[N:20]1([C:26](=[O:28])[CH3:27])[CH2:25][CH2:24][NH:23][CH2:22][CH2:21]1.C(N(C(C)C)CC)(C)C. Product: [C:26]([N:20]1[CH2:25][CH2:24][N:23]([S:16]([C:14]2[S:15][C:11]([C:7]3[S:6][C:5]([NH:4][C:1](=[O:3])[CH3:2])=[N:9][C:8]=3[CH3:10])=[CH:12][CH:13]=2)(=[O:18])=[O:17])[CH2:22][CH2:21]1)(=[O:28])[CH3:27]. The catalyst class is: 2. (3) Reactant: C[O:2][C:3]1[CH:4]=[C:5]2[C:10](=[CH:11][CH:12]=1)[N:9]=[CH:8][C:7]([C:13]([O:15]CC)=[O:14])=[CH:6]2. Product: [OH:2][C:3]1[CH:4]=[C:5]2[C:10](=[CH:11][CH:12]=1)[N:9]=[CH:8][C:7]([C:13]([OH:15])=[O:14])=[CH:6]2. The catalyst class is: 201. (4) Reactant: [F:1][C:2]1[CH:10]=[C:9]([O:11][C:12]([F:15])([F:14])[F:13])[CH:8]=[CH:7][C:3]=1[C:4]([OH:6])=O.Cl.C(N=C=NCCCN(C)C)C.O.ON1C2C=CC=CC=2N=N1.CN1CCOCC1.[NH2:46][C:47]([CH3:61])([CH2:50][N:51]1[CH:60]=[C:54]2[N:55]=[CH:56][C:57]([Br:59])=[CH:58][C:53]2=[N:52]1)[C:48]#[N:49]. Product: [Br:59][C:57]1[CH:56]=[N:55][C:54]2=[CH:60][N:51]([CH2:50][C:47]([NH:46][C:4](=[O:6])[C:3]3[CH:7]=[CH:8][C:9]([O:11][C:12]([F:15])([F:14])[F:13])=[CH:10][C:2]=3[F:1])([C:48]#[N:49])[CH3:61])[N:52]=[C:53]2[CH:58]=1. The catalyst class is: 3. (5) Reactant: C([O:3][C:4](=[O:35])[CH2:5][N:6]([C:9](=[O:34])[CH:10]([CH2:27][C:28]1[CH:33]=[CH:32][CH:31]=[CH:30][CH:29]=1)[C:11]([NH:13][S:14]([C:17]1[CH:26]=[CH:25][C:24]2[C:19](=[CH:20][CH:21]=[CH:22][CH:23]=2)[CH:18]=1)(=[O:16])=[O:15])=[O:12])[CH2:7][CH3:8])C.O.[OH-].[Na+]. Product: [CH2:27]([CH:10]([C:11]([NH:13][S:14]([C:17]1[CH:26]=[CH:25][C:24]2[C:19](=[CH:20][CH:21]=[CH:22][CH:23]=2)[CH:18]=1)(=[O:16])=[O:15])=[O:12])[C:9]([N:6]([CH2:7][CH3:8])[CH2:5][C:4]([OH:35])=[O:3])=[O:34])[C:28]1[CH:33]=[CH:32][CH:31]=[CH:30][CH:29]=1. The catalyst class is: 1. (6) Reactant: [NH2:1][C:2]1[CH:7]=[CH:6][C:5]([C:8]2[C:16]3[C:15]([NH2:17])=[N:14][CH:13]=[N:12][C:11]=3[O:10][CH:9]=2)=[CH:4][CH:3]=1.[C:18]1([CH3:27])[CH:23]=[CH:22][C:21]([N:24]=[C:25]=[O:26])=[CH:20][CH:19]=1. Product: [NH2:17][C:15]1[C:16]2[C:8]([C:5]3[CH:4]=[CH:3][C:2]([NH:1][C:25]([NH:24][C:21]4[CH:22]=[CH:23][C:18]([CH3:27])=[CH:19][CH:20]=4)=[O:26])=[CH:7][CH:6]=3)=[CH:9][O:10][C:11]=2[N:12]=[CH:13][N:14]=1. The catalyst class is: 4. (7) Reactant: [Cl:1][C:2]1[CH:7]=[CH:6][CH:5]=[CH:4][C:3]=1[C:8]1[CH:17]=[CH:16][C:11]2[N:12]=[CH:13][N:14](C)[C:10]=2[C:9]=1[C:18]#[N:19].Cl.[N:21]([O-])=O.[Na+]. Product: [Cl:1][C:2]1[CH:7]=[CH:6][CH:5]=[CH:4][C:3]=1[C:8]1[CH:17]=[CH:16][C:11]2[N:12]=[N:21][N:14]([CH3:13])[C:10]=2[C:9]=1[C:18]#[N:19]. The catalyst class is: 20.